Dataset: Forward reaction prediction with 1.9M reactions from USPTO patents (1976-2016). Task: Predict the product of the given reaction. Given the reactants C([N:3](CC)CC)C.[CH3:8][O:9][C:10]1[N:15]=[C:14]2[NH:16][C:17]3[C:22]([C:23](O)=[O:24])=[CH:21][C:20]([C:26]4[CH:31]=[CH:30][C:29]([O:32][CH3:33])=[CH:28][CH:27]=4)=[N:19][C:18]=3[C:13]2=[CH:12][CH:11]=1.Cl.CN(C)CCCN=C=NCC.O.ON1C2C=CC=CC=2N=N1.[Cl-].[NH4+], predict the reaction product. The product is: [CH3:8][O:9][C:10]1[N:15]=[C:14]2[NH:16][C:17]3[C:22]([C:23]([NH2:3])=[O:24])=[CH:21][C:20]([C:26]4[CH:31]=[CH:30][C:29]([O:32][CH3:33])=[CH:28][CH:27]=4)=[N:19][C:18]=3[C:13]2=[CH:12][CH:11]=1.